From a dataset of Full USPTO retrosynthesis dataset with 1.9M reactions from patents (1976-2016). Predict the reactants needed to synthesize the given product. (1) The reactants are: Cl[C:2]1[C:3]2[CH2:11][CH2:10][N:9]([C:12]3[CH:17]=[C:16]([C:18]([F:21])([F:20])[F:19])[CH:15]=[CH:14][N:13]=3)[CH2:8][C:4]=2[N:5]=[CH:6][N:7]=1.[CH3:22][O:23][C:24]1[CH:25]=[C:26]([CH:28]=[CH:29][CH:30]=1)[NH2:27].C(#N)C.I.[Na]. Given the product [F:19][C:18]([F:21])([F:20])[C:16]1[CH:15]=[CH:14][N:13]=[C:12]([N:9]2[CH2:10][CH2:11][C:3]3[C:2]([NH:27][C:26]4[CH:28]=[CH:29][CH:30]=[C:24]([O:23][CH3:22])[CH:25]=4)=[N:7][CH:6]=[N:5][C:4]=3[CH2:8]2)[CH:17]=1, predict the reactants needed to synthesize it. (2) Given the product [CH:1]1([C:4]([N:28]2[CH2:29][CH2:30][CH:25]([OH:31])[CH2:26][CH2:27]2)=[O:5])[CH2:3][CH2:2]1, predict the reactants needed to synthesize it. The reactants are: [CH:1]1([C:4](Cl)=[O:5])[CH2:3][CH2:2]1.C(OCC1N(C[C:25]2([OH:31])[CH2:30][CH2:29][NH:28][CH2:27][CH2:26]2)C2C3C=CC=CC=3N=CC=2N=1)C.C(N(CC)CC)C. (3) Given the product [CH3:18][N:14]([CH2:15][CH2:16][CH3:17])[C:12]1[C:11]([C:19]([F:20])([F:22])[F:21])=[CH:10][C:9]2[NH:23][C:24](=[O:39])[CH2:25][C:26]([C:27]3[CH:32]=[CH:31][CH:30]=[C:29]([N:33]4[CH:37]=[CH:36][N:35]=[N:34]4)[CH:28]=3)=[N:7][C:8]=2[CH:13]=1, predict the reactants needed to synthesize it. The reactants are: C(OC(=O)[NH:7][C:8]1[CH:13]=[C:12]([N:14]([CH3:18])[CH2:15][CH2:16][CH3:17])[C:11]([C:19]([F:22])([F:21])[F:20])=[CH:10][C:9]=1[NH:23][C:24](=[O:39])[CH2:25][C:26](=O)[C:27]1[CH:32]=[CH:31][CH:30]=[C:29]([N:33]2[CH:37]=[CH:36][N:35]=[N:34]2)[CH:28]=1)(C)(C)C.C(O)(C(F)(F)F)=O. (4) Given the product [F:7][C:8]1[CH:16]=[CH:15][C:11]([CH2:12][OH:13])=[C:10]([OH:17])[CH:9]=1, predict the reactants needed to synthesize it. The reactants are: [H-].[Al+3].[Li+].[H-].[H-].[H-].[F:7][C:8]1[CH:16]=[CH:15][C:11]([C:12](O)=[O:13])=[C:10]([OH:17])[CH:9]=1. (5) The reactants are: [F:1][C:2]1[CH:3]=[C:4]([CH:20]=[CH:21][C:22]=1[F:23])[CH2:5][NH:6][C:7]([C:9]1[CH:14]=[C:13]([CH2:15]Br)[N:12]2[N:17]=[CH:18][CH:19]=[C:11]2[N:10]=1)=[O:8].[C:24]([O:28][C:29]([C:31]1[C:32]([CH3:49])=[C:33]2[C:37](=[CH:38][CH:39]=1)[CH:36]([NH:40][CH2:41][C:42]([O:44][C:45]([CH3:48])([CH3:47])[CH3:46])=[O:43])[CH2:35][CH2:34]2)=[O:30])([CH3:27])([CH3:26])[CH3:25].C(N(CC)CC)C. Given the product [C:24]([O:28][C:29]([C:31]1[C:32]([CH3:49])=[C:33]2[C:37](=[CH:38][CH:39]=1)[CH:36]([N:40]([CH2:41][C:42]([O:44][C:45]([CH3:48])([CH3:47])[CH3:46])=[O:43])[CH2:15][C:13]1[N:12]3[N:17]=[CH:18][CH:19]=[C:11]3[N:10]=[C:9]([C:7](=[O:8])[NH:6][CH2:5][C:4]3[CH:20]=[CH:21][C:22]([F:23])=[C:2]([F:1])[CH:3]=3)[CH:14]=1)[CH2:35][CH2:34]2)=[O:30])([CH3:27])([CH3:26])[CH3:25], predict the reactants needed to synthesize it. (6) Given the product [NH2:8][CH2:9][CH2:10][O:11][C:12]1[CH:17]=[CH:16][C:15]([C@@H:18]([NH:23][S:24]([C:27]2[CH:28]=[CH:29][C:30]([O:33][CH2:34][C:35]#[C:36][CH3:37])=[CH:31][CH:32]=2)(=[O:26])=[O:25])[C:19]([O:21][CH3:22])=[O:20])=[CH:14][CH:13]=1, predict the reactants needed to synthesize it. The reactants are: C(OC([NH:8][CH2:9][CH2:10][O:11][C:12]1[CH:17]=[CH:16][C:15]([C@@H:18]([NH:23][S:24]([C:27]2[CH:32]=[CH:31][C:30]([O:33][CH2:34][C:35]#[C:36][CH3:37])=[CH:29][CH:28]=2)(=[O:26])=[O:25])[C:19]([O:21][CH3:22])=[O:20])=[CH:14][CH:13]=1)=O)(C)(C)C.FC(F)(F)C(O)=O.